From a dataset of Full USPTO retrosynthesis dataset with 1.9M reactions from patents (1976-2016). Predict the reactants needed to synthesize the given product. (1) Given the product [Cl:10][C:5]1[CH:4]=[CH:3][C:2]([CH:13]=[CH:12][C:11]([O:15][C:16]([CH3:19])([CH3:18])[CH3:17])=[O:14])=[CH:7][C:6]=1[CH2:8][OH:9], predict the reactants needed to synthesize it. The reactants are: Br[C:2]1[CH:3]=[CH:4][C:5]([Cl:10])=[C:6]([CH2:8][OH:9])[CH:7]=1.[C:11]([O:15][C:16]([CH3:19])([CH3:18])[CH3:17])(=[O:14])[CH:12]=[CH2:13].C1C=CC(P(C2C=CC=CC=2)C2C=CC=CC=2)=CC=1. (2) Given the product [NH2:29][C@H:28]([C:46]([OH:48])=[O:47])[CH2:27][C:15]1[CH:16]=[CH:18][C:20]([OH:21])=[CH:22][CH:24]=1, predict the reactants needed to synthesize it. The reactants are: C1N(CCCS(O)(=O)=O)CCOC1.O=[CH:15][C@@H:16]([C@H:18]([C@@H:20]([C@@H:22]([CH2:24]O)O)[OH:21])O)O.C[C:27]1(C)S[C@@H]2[C@H](NC([C@H](N)C3C=CC=CC=3)=O)C(=O)[N:29]2[C@H:28]1[C:46]([OH:48])=[O:47]. (3) Given the product [Cl:16][C:17]1[CH:18]=[CH:19][C:20]([S:23]([CH:26]([C:35]2[CH:40]=[C:39]([F:41])[CH:38]=[CH:37][C:36]=2[F:42])[CH2:27][CH2:28][CH2:29][CH2:30][CH2:31][C:32]([N:2]2[CH2:7][CH2:6][CH2:4][CH2:3]2)=[O:33])(=[O:25])=[O:24])=[CH:21][CH:22]=1, predict the reactants needed to synthesize it. The reactants are: C[N:2]1[CH2:7][CH2:6]O[CH2:4][CH2:3]1.ClC(OCC(C)C)=O.[Cl:16][C:17]1[CH:22]=[CH:21][C:20]([S:23]([CH:26]([C:35]2[CH:40]=[C:39]([F:41])[CH:38]=[CH:37][C:36]=2[F:42])[CH2:27][CH2:28][CH2:29][CH2:30][CH2:31][C:32](O)=[O:33])(=[O:25])=[O:24])=[CH:19][CH:18]=1.N1CCCC1. (4) Given the product [N+:8]([C:11]1[CH:19]=[CH:18][CH:17]=[C:16]2[C:12]=1[CH:13]=[N:14][N:15]2[C:25]([O:24][C:21]([CH3:23])([CH3:22])[CH3:20])=[O:26])([O-:10])=[O:9], predict the reactants needed to synthesize it. The reactants are: C(N(CC)CC)C.[N+:8]([C:11]1[CH:19]=[CH:18][CH:17]=[C:16]2[C:12]=1[CH:13]=[N:14][NH:15]2)([O-:10])=[O:9].[CH3:20][C:21]([O:24][C:25](O[C:25]([O:24][C:21]([CH3:23])([CH3:22])[CH3:20])=[O:26])=[O:26])([CH3:23])[CH3:22]. (5) Given the product [Cl:25][CH2:12][C:10]1[O:11][C:7]([S:4]([CH3:3])(=[O:6])=[O:5])=[CH:8][CH:9]=1, predict the reactants needed to synthesize it. The reactants are: N#N.[CH3:3][S:4]([C:7]1[O:11][C:10]([CH2:12]O)=[CH:9][CH:8]=1)(=[O:6])=[O:5].CCN(CC)CC.S([Cl:25])(C)(=O)=O. (6) The reactants are: S([O-])(O[O-])(=O)=[O:2].[K+].[K+].[C:9]([C:12]1[CH:35]=[CH:34][C:15]([O:16][CH2:17][C:18]2[CH:19]=[C:20]([S:24][C:25]3[CH:26]=[N:27][CH:28]=[C:29]([CH:33]=3)[C:30]([OH:32])=[O:31])[CH:21]=[CH:22][CH:23]=2)=[C:14]([CH3:36])[C:13]=1[OH:37])(=[O:11])[CH3:10].Cl. Given the product [C:9]([C:12]1[CH:35]=[CH:34][C:15]([O:16][CH2:17][C:18]2[CH:19]=[C:20]([S:24]([C:25]3[CH:26]=[N:27][CH:28]=[C:29]([CH:33]=3)[C:30]([OH:32])=[O:31])=[O:2])[CH:21]=[CH:22][CH:23]=2)=[C:14]([CH3:36])[C:13]=1[OH:37])(=[O:11])[CH3:10], predict the reactants needed to synthesize it. (7) The reactants are: C([O:3][C:4](=[O:43])[CH2:5][CH2:6][N:7]1[C:12]2[CH:13]=[C:14]([C:21]([N:23]([CH:37]([CH3:39])[CH3:38])[C@@H:24]3[CH2:29][CH2:28][CH2:27][N:26]([C:30]([O:32][C:33]([CH3:36])([CH3:35])[CH3:34])=[O:31])[CH2:25]3)=[O:22])[C:15]([C:17]([F:20])([F:19])[F:18])=[CH:16][C:11]=2[O:10][C:9]([CH3:41])([CH3:40])[C:8]1=[O:42])C.[OH-].[Na+].CO. Given the product [C:33]([O:32][C:30]([N:26]1[CH2:27][CH2:28][CH2:29][C@@H:24]([N:23]([CH:37]([CH3:39])[CH3:38])[C:21]([C:14]2[C:15]([C:17]([F:18])([F:20])[F:19])=[CH:16][C:11]3[O:10][C:9]([CH3:40])([CH3:41])[C:8](=[O:42])[N:7]([CH2:6][CH2:5][C:4]([OH:43])=[O:3])[C:12]=3[CH:13]=2)=[O:22])[CH2:25]1)=[O:31])([CH3:34])([CH3:35])[CH3:36], predict the reactants needed to synthesize it. (8) The reactants are: [C:1]([O:5][C:6](=[O:32])[C:7]1[CH:12]=[CH:11][C:10]([C:13]2(O)[CH2:17][C:16]([C:22]3[CH:27]=[C:26]([Cl:28])[CH:25]=[C:24]([Cl:29])[CH:23]=3)([C:18]([F:21])([F:20])[F:19])[O:15][CH2:14]2)=[CH:9][C:8]=1[CH3:31])([CH3:4])([CH3:3])[CH3:2].S(Cl)(Cl)=O.C(N(CC)CC)C. Given the product [C:1]([O:5][C:6](=[O:32])[C:7]1[CH:12]=[CH:11][C:10]([C:13]2[CH2:17][C:16]([C:22]3[CH:27]=[C:26]([Cl:28])[CH:25]=[C:24]([Cl:29])[CH:23]=3)([C:18]([F:20])([F:19])[F:21])[O:15][CH:14]=2)=[CH:9][C:8]=1[CH3:31])([CH3:4])([CH3:3])[CH3:2], predict the reactants needed to synthesize it. (9) Given the product [Si:1]([O:8][C@H:9]1[CH2:32][CH2:31][C@@:30]2([CH3:33])[C@@H:11]([CH2:12][CH2:13][C:14]3[C:15]4[C@:26]([CH3:34])([CH2:27][CH2:28][C:29]=32)[C@@H:18]([C@H:19]([CH3:25])[CH2:20][CH2:21][CH2:22][NH:37][C:38]2[CH:43]=[CH:42][CH:41]=[CH:40][CH:39]=2)[CH2:17][CH:16]=4)[C:10]1([CH3:35])[CH3:36])([C:4]([CH3:5])([CH3:6])[CH3:7])([CH3:3])[CH3:2], predict the reactants needed to synthesize it. The reactants are: [Si:1]([O:8][C@H:9]1[CH2:32][CH2:31][C@@:30]2([CH3:33])[C@@H:11]([CH2:12][CH2:13][C:14]3[C:15]4[C@:26]([CH3:34])([CH2:27][CH2:28][C:29]=32)[C@@H:18]([C@H:19]([CH3:25])[CH2:20][CH2:21][C:22](O)=O)[CH2:17][CH:16]=4)[C:10]1([CH3:36])[CH3:35])([C:4]([CH3:7])([CH3:6])[CH3:5])([CH3:3])[CH3:2].[NH2:37][C:38]1[CH:43]=[CH:42][CH:41]=[CH:40][CH:39]=1.[H-].[Al+3].[Li+].[H-].[H-].[H-]. (10) Given the product [CH3:22][N:23]([CH3:24])[C:10]([C:9]1[CH:13]=[C:5]([S:2]([Cl:1])(=[O:4])=[O:3])[CH:6]=[CH:7][C:8]=1[O:14][CH3:15])=[O:11], predict the reactants needed to synthesize it. The reactants are: [Cl:1][S:2]([C:5]1[CH:6]=[CH:7][C:8]([O:14][CH3:15])=[C:9]([CH:13]=1)[C:10](O)=[O:11])(=[O:4])=[O:3].C(Cl)(C(Cl)=O)=O.[CH3:22][NH:23][CH3:24].C1COCC1.